From a dataset of Catalyst prediction with 721,799 reactions and 888 catalyst types from USPTO. Predict which catalyst facilitates the given reaction. (1) Reactant: [F:1][C:2]([F:9])([F:8])[C:3]1[CH:7]=[CH:6][NH:5][N:4]=1.[N+]([O-])(O)=O.[N+]([O-])(O)=O.[N+]([O-])(O)=O.[N+]([O-])(O)=O.[N+]([O-])(O)=O.[N+]([O-])(O)=O.[Ce].[I:35]I. Product: [I:35][C:7]1[C:3]([C:2]([F:9])([F:8])[F:1])=[N:4][NH:5][CH:6]=1. The catalyst class is: 10. (2) Reactant: [F:1][C:2]1[C:7]([C:8]2[CH:9]=[C:10]([CH:22]=O)[S:11][C:12]=2[S:13]([C:16]2[CH:21]=[CH:20][CH:19]=[CH:18][CH:17]=2)(=[O:15])=[O:14])=[CH:6][CH:5]=[CH:4][N:3]=1.[NH:24]1[CH2:27][CH:26]([OH:28])[CH2:25]1.C(O[BH-](OC(=O)C)OC(=O)C)(=O)C.[Na+].C(=O)([O-])O.[Na+]. Product: [F:1][C:2]1[C:7]([C:8]2[CH:9]=[C:10]([CH2:22][N:24]3[CH2:27][CH:26]([OH:28])[CH2:25]3)[S:11][C:12]=2[S:13]([C:16]2[CH:17]=[CH:18][CH:19]=[CH:20][CH:21]=2)(=[O:14])=[O:15])=[CH:6][CH:5]=[CH:4][N:3]=1. The catalyst class is: 5. (3) Reactant: [Si]([O:8][CH2:9][C:10]1[N:14]2[C:15](=[O:43])[N:16]([CH:18]3[CH2:23][CH2:22][N:21]([C:24](=[O:42])[C@H:25]([OH:41])[CH2:26][S:27]([C:30]4[CH:39]=[CH:38][C:37]5[C:32](=[CH:33][CH:34]=[C:35]([Cl:40])[CH:36]=5)[CH:31]=4)(=[O:29])=[O:28])[CH2:20][CH2:19]3)[CH2:17][C:13]2=[CH:12][N:11]=1)(C(C)(C)C)(C)C.C(O)(=O)C.[F-].C([N+](CCCC)(CCCC)CCCC)CCC.C(OCC)(=O)C. Product: [Cl:40][C:35]1[CH:36]=[C:37]2[C:32](=[CH:33][CH:34]=1)[CH:31]=[C:30]([S:27]([CH2:26][C@@H:25]([OH:41])[C:24]([N:21]1[CH2:20][CH2:19][CH:18]([N:16]3[CH2:17][C:13]4=[CH:12][N:11]=[C:10]([CH2:9][OH:8])[N:14]4[C:15]3=[O:43])[CH2:23][CH2:22]1)=[O:42])(=[O:29])=[O:28])[CH:39]=[CH:38]2. The catalyst class is: 20.